Dataset: Merck oncology drug combination screen with 23,052 pairs across 39 cell lines. Task: Regression. Given two drug SMILES strings and cell line genomic features, predict the synergy score measuring deviation from expected non-interaction effect. (1) Drug 1: CCC1=CC2CN(C1)Cc1c([nH]c3ccccc13)C(C(=O)OC)(c1cc3c(cc1OC)N(C)C1C(O)(C(=O)OC)C(OC(C)=O)C4(CC)C=CCN5CCC31C54)C2. Drug 2: CCN(CC)CCNC(=O)c1c(C)[nH]c(C=C2C(=O)Nc3ccc(F)cc32)c1C. Cell line: A375. Synergy scores: synergy=11.1. (2) Drug 1: CC(=O)OC1C(=O)C2(C)C(O)CC3OCC3(OC(C)=O)C2C(OC(=O)c2ccccc2)C2(O)CC(OC(=O)C(O)C(NC(=O)c3ccccc3)c3ccccc3)C(C)=C1C2(C)C. Drug 2: Cn1cc(-c2cnn3c(N)c(Br)c(C4CCCNC4)nc23)cn1. Cell line: UACC62. Synergy scores: synergy=1.35. (3) Drug 1: COC12C(COC(N)=O)C3=C(C(=O)C(C)=C(N)C3=O)N1CC1NC12. Drug 2: COC1CC2CCC(C)C(O)(O2)C(=O)C(=O)N2CCCCC2C(=O)OC(C(C)CC2CCC(OP(C)(C)=O)C(OC)C2)CC(=O)C(C)C=C(C)C(O)C(OC)C(=O)C(C)CC(C)C=CC=CC=C1C. Cell line: NCIH520. Synergy scores: synergy=11.5. (4) Drug 2: O=C(O)C1(Cc2cccc(Nc3nccs3)n2)CCC(Oc2cccc(Cl)c2F)CC1. Cell line: SKOV3. Drug 1: CCN(CC)CCNC(=O)c1c(C)[nH]c(C=C2C(=O)Nc3ccc(F)cc32)c1C. Synergy scores: synergy=4.74. (5) Drug 1: COC1=C2CC(C)CC(OC)C(O)C(C)C=C(C)C(OC(N)=O)C(OC)C=CC=C(C)C(=O)NC(=CC1=O)C2=O. Drug 2: CNC(=O)c1cc(Oc2ccc(NC(=O)Nc3ccc(Cl)c(C(F)(F)F)c3)cc2)ccn1. Cell line: NCIH520. Synergy scores: synergy=4.28. (6) Drug 1: COc1cccc2c1C(=O)c1c(O)c3c(c(O)c1C2=O)CC(O)(C(=O)CO)CC3OC1CC(N)C(O)C(C)O1. Drug 2: COC1=C2CC(C)CC(OC)C(O)C(C)C=C(C)C(OC(N)=O)C(OC)C=CC=C(C)C(=O)NC(=CC1=O)C2=O. Cell line: ZR751. Synergy scores: synergy=-5.53. (7) Drug 1: CN(C)C(=N)N=C(N)N. Drug 2: O=C(NOCC(O)CO)c1ccc(F)c(F)c1Nc1ccc(I)cc1F. Cell line: A2780. Synergy scores: synergy=-5.09. (8) Drug 2: CNC(=O)c1cc(Oc2ccc(NC(=O)Nc3ccc(Cl)c(C(F)(F)F)c3)cc2)ccn1. Cell line: A375. Drug 1: N#Cc1ccc(Cn2cncc2CN2CCN(c3cccc(Cl)c3)C(=O)C2)cc1. Synergy scores: synergy=10.3. (9) Drug 1: COC12C(COC(N)=O)C3=C(C(=O)C(C)=C(N)C3=O)N1CC1NC12. Drug 2: COC1CC2CCC(C)C(O)(O2)C(=O)C(=O)N2CCCCC2C(=O)OC(C(C)CC2CCC(OP(C)(C)=O)C(OC)C2)CC(=O)C(C)C=C(C)C(O)C(OC)C(=O)C(C)CC(C)C=CC=CC=C1C. Cell line: MSTO. Synergy scores: synergy=28.4. (10) Drug 1: O=c1[nH]cc(F)c(=O)[nH]1. Drug 2: C#Cc1cccc(Nc2ncnc3cc(OCCOC)c(OCCOC)cc23)c1. Cell line: OVCAR3. Synergy scores: synergy=29.2.